Regression/Classification. Given a drug SMILES string, predict its toxicity properties. Task type varies by dataset: regression for continuous values (e.g., LD50, hERG inhibition percentage) or binary classification for toxic/non-toxic outcomes (e.g., AMES mutagenicity, cardiotoxicity, hepatotoxicity). Dataset: skin_reaction. From a dataset of Skin sensitization/reaction prediction data. (1) The compound is CCN(CC)CCCCCCBr. The result is 1 (causes skin reaction). (2) The compound is CC(C)(C)C(=O)CC(=O)C(C)(C)C. The result is 1 (causes skin reaction). (3) The molecule is CCCCCCCCCC1=NC(C)(C)C(=O)O1. The result is 1 (causes skin reaction). (4) The molecule is CCCCCCCCCCCCCBr. The result is 1 (causes skin reaction). (5) The molecule is N=C1CC(=Nc2ccc(N)cc2)C(=N)CC1=Nc1ccc(N)cc1. The result is 1 (causes skin reaction). (6) The molecule is CNC1C(OC2C(OC3C(O)C(O)C(NC(=N)N)C(O)C3NC(=N)N)OC(C)C2(O)C=O)OC(CO)C(O)C1O. The result is 0 (no skin reaction). (7) The drug is N#CSc1ccc(N)c([N+](=O)[O-])c1. The result is 1 (causes skin reaction).